This data is from Full USPTO retrosynthesis dataset with 1.9M reactions from patents (1976-2016). The task is: Predict the reactants needed to synthesize the given product. (1) Given the product [C:30]([C:29]1[CH:32]=[C:33]([N+:36]([O-:38])=[O:37])[CH:34]=[CH:35][C:28]=1[N:4]1[CH2:5][CH2:6][N:1]([C:11]([O:13][C:14]([CH3:17])([CH3:16])[CH3:15])=[O:12])[CH2:2][CH:3]1[C:7]([O:9][CH3:10])=[O:8])#[N:31], predict the reactants needed to synthesize it. The reactants are: [N:1]1([C:11]([O:13][C:14]([CH3:17])([CH3:16])[CH3:15])=[O:12])[CH2:6][CH2:5][NH:4][CH:3]([C:7]([O:9][CH3:10])=[O:8])[CH2:2]1.C(N(CC)C(C)C)(C)C.F[C:28]1[CH:35]=[CH:34][C:33]([N+:36]([O-:38])=[O:37])=[CH:32][C:29]=1[C:30]#[N:31]. (2) Given the product [CH2:1]([C@H:4]1[C@@H:8]([O:9][Si:16]([C:19]([CH3:22])([CH3:21])[CH3:20])([CH3:18])[CH3:17])[CH2:7][O:6][C:5]1=[O:10])[CH:2]=[CH2:3], predict the reactants needed to synthesize it. The reactants are: [CH2:1]([C@H:4]1[C@@H:8]([OH:9])[CH2:7][O:6][C:5]1=[O:10])[CH:2]=[CH2:3].N1C=CN=C1.[Si:16](Cl)([C:19]([CH3:22])([CH3:21])[CH3:20])([CH3:18])[CH3:17].